Predict the reactants needed to synthesize the given product. From a dataset of Full USPTO retrosynthesis dataset with 1.9M reactions from patents (1976-2016). (1) Given the product [NH2:35][N:12]1[N:11]=[C:10]([C:7]2[CH:6]=[CH:5][C:4]([CH:1]([CH3:3])[CH3:2])=[CH:9][CH:8]=2)[C:19]2[C:14](=[CH:15][CH:16]=[CH:17][CH:18]=2)[C:13]1=[O:20], predict the reactants needed to synthesize it. The reactants are: [CH:1]([C:4]1[CH:9]=[CH:8][C:7]([C:10]2[C:19]3[C:14](=[CH:15][CH:16]=[CH:17][CH:18]=3)[C:13](=[O:20])[NH:12][N:11]=2)=[CH:6][CH:5]=1)([CH3:3])[CH3:2].C1(P([NH:35]O)(C2C=CC=CC=2)=O)C=CC=CC=1. (2) Given the product [Cl:11][C:12]1[CH:17]=[C:16]([Cl:18])[CH:15]=[CH:14][C:13]=1[C:19]1[C:24]([C:25]2[NH:26][CH:27]=[C:28]([CH3:30])[N:29]=2)=[CH:23][N:22]=[C:21]([NH:31][CH2:32][CH2:33][NH:34][C:2]2[CH:3]=[CH:4][C:5]([N+:8]([O-:10])=[O:9])=[CH:6][N:7]=2)[N:20]=1, predict the reactants needed to synthesize it. The reactants are: Cl[C:2]1[N:7]=[CH:6][C:5]([N+:8]([O-:10])=[O:9])=[CH:4][CH:3]=1.[Cl:11][C:12]1[CH:17]=[C:16]([Cl:18])[CH:15]=[CH:14][C:13]=1[C:19]1[C:24]([C:25]2[NH:26][CH:27]=[C:28]([CH3:30])[N:29]=2)=[CH:23][N:22]=[C:21]([NH:31][CH2:32][CH2:33][NH:34]C2N=CC(C#N)=CC=2)[N:20]=1.